This data is from Full USPTO retrosynthesis dataset with 1.9M reactions from patents (1976-2016). The task is: Predict the reactants needed to synthesize the given product. (1) Given the product [C:1]([NH:4][C:5]1[CH:6]=[CH:7][C:8]([Br:14])=[C:9]([CH:13]=1)[C:10]([O:12][CH2:19][CH3:20])=[O:11])(=[O:3])[CH3:2], predict the reactants needed to synthesize it. The reactants are: [C:1]([NH:4][C:5]1[CH:6]=[CH:7][C:8]([Br:14])=[C:9]([CH:13]=1)[C:10]([OH:12])=[O:11])(=[O:3])[CH3:2].ON1[C:20]2C=CC=C[C:19]=2N=N1.CN(C1C=CC=CN=1)C.Cl.CN(C)CCCC(N=C=N)C. (2) The reactants are: [OH:1]N1C(=O)CCC1=O.[CH3:9][CH:10]([CH3:17])[N:11]=[C:12]=[N:13][CH:14]([CH3:16])[CH3:15].N(C(OCC1C2C(=CC=CC=2)C2C1=CC=CC=2)=O)CC(O)=O. Given the product [CH:10]([NH:11][C:12]([NH:13][CH:14]([CH3:16])[CH3:15])=[O:1])([CH3:17])[CH3:9], predict the reactants needed to synthesize it. (3) The reactants are: [CH3:1][C:2]1[N:3]=[CH:4][O:5][C:6]=1[CH2:7][NH:8][C:9]([C:11]1[CH:15]=[C:14]([NH:16][C:17](=[O:27])[C:18]2[CH:23]=[C:22]([F:24])[C:21]([F:25])=[CH:20][C:19]=2[Cl:26])[NH:13][N:12]=1)=[O:10].[ClH:28].C(OCC)(=O)C.C(OCC)(=O)C. Given the product [ClH:26].[CH3:1][C:2]1[N:3]=[CH:4][O:5][C:6]=1[CH2:7][NH:8][C:9]([C:11]1[CH:15]=[C:14]([NH:16][C:17](=[O:27])[C:18]2[CH:23]=[C:22]([F:24])[C:21]([F:25])=[CH:20][C:19]=2[Cl:26])[NH:13][N:12]=1)=[O:10].[ClH:28].[ClH:26].[Cl:26][C:19]1[CH:20]=[C:21]([F:25])[C:22]([F:24])=[CH:23][C:18]=1[C:17]([NH:16][C:14]1[NH:13][N:12]=[C:11]([C:9]([NH:8][CH2:7][C:6]2[O:5][CH:4]=[N:3][C:2]=2[CH3:1])=[O:10])[CH:15]=1)=[O:27], predict the reactants needed to synthesize it. (4) Given the product [Br:1][C:2]1[CH:3]=[C:4]([C:5]([C:7]2[CH:14]=[CH:13][CH:12]=[C:11]([F:15])[C:8]=2[C:9]#[N:10])=[N:26][S:24]([C:21]([CH3:23])([CH3:22])[CH3:20])=[O:25])[CH:16]=[CH:17][C:18]=1[F:19], predict the reactants needed to synthesize it. The reactants are: [Br:1][C:2]1[CH:3]=[C:4]([CH:16]=[CH:17][C:18]=1[F:19])[C:5]([C:7]1[CH:14]=[CH:13][CH:12]=[C:11]([F:15])[C:8]=1[C:9]#[N:10])=O.[CH3:20][C:21]([S:24]([NH2:26])=[O:25])([CH3:23])[CH3:22].CO.C(=O)(O)[O-].[Na+]. (5) Given the product [C:39]([O:38][C:37]([NH:36][CH2:35][CH2:34][O:1][C:2]1[CH:7]=[CH:6][C:5]([CH2:8][C@H:9]([O:19][C:20]2[CH:21]=[CH:22][C:23]([CH:26]([CH3:28])[CH3:27])=[CH:24][CH:25]=2)[C:10]([O:12][CH2:13][CH2:14][Si:15]([CH3:17])([CH3:18])[CH3:16])=[O:11])=[CH:4][CH:3]=1)=[O:43])([CH3:42])([CH3:41])[CH3:40], predict the reactants needed to synthesize it. The reactants are: [OH:1][C:2]1[CH:7]=[CH:6][C:5]([CH2:8][C@H:9]([O:19][C:20]2[CH:25]=[CH:24][C:23]([CH:26]([CH3:28])[CH3:27])=[CH:22][CH:21]=2)[C:10]([O:12][CH2:13][CH2:14][Si:15]([CH3:18])([CH3:17])[CH3:16])=[O:11])=[CH:4][CH:3]=1.CS(O[CH2:34][CH2:35][NH:36][C:37](=[O:43])[O:38][C:39]([CH3:42])([CH3:41])[CH3:40])(=O)=O.C(=O)([O-])[O-].[K+].[K+]. (6) Given the product [Cl:1][C:2]1[N:7]=[C:6]([NH:12][CH2:13][C:14]([OH:16])([CH3:17])[CH3:15])[C:5]([C:9]([OH:11])=[O:10])=[CH:4][N:3]=1, predict the reactants needed to synthesize it. The reactants are: [Cl:1][C:2]1[N:7]=[C:6](Cl)[C:5]([C:9]([OH:11])=[O:10])=[CH:4][N:3]=1.[NH2:12][CH2:13][C:14]([CH3:17])([OH:16])[CH3:15].C(N(CC)CC)C.C(OCC)(=O)C. (7) Given the product [CH3:23][C:20]([O:19][C:17]([N:14]1[CH2:15][CH2:16][C@H:13]1[C:11]([NH:10][C@@H:3]([CH2:1][CH3:2])/[CH:4]=[CH:5]/[C:6]([OH:8])=[O:7])=[O:12])=[O:18])([CH3:21])[CH3:22], predict the reactants needed to synthesize it. The reactants are: [CH2:1]([C@H:3]([NH:10][C:11]([C@@H:13]1[CH2:16][CH2:15][N:14]1[C:17]([O:19][C:20]([CH3:23])([CH3:22])[CH3:21])=[O:18])=[O:12])/[CH:4]=[CH:5]/[C:6]([O:8]C)=[O:7])[CH3:2].[Li+].[OH-]. (8) Given the product [C:26]12([OH:37])[CH2:35][CH:30]3[CH2:31][CH:32]([CH2:34][CH:28]([CH2:29]3)[C:27]1([OH:11])[OH:36])[CH2:33]2, predict the reactants needed to synthesize it. The reactants are: C12([OH:11])CC3CC(CC(C3)C1)C2.ON1C(=O)C2=CC=CC=C2C1=O.O=O.[C:26]12([OH:37])[CH2:35][CH:30]3[CH2:31][CH:32]([CH2:34][CH:28]([CH2:29]3)[CH:27]1[OH:36])[CH2:33]2. (9) Given the product [C:34]1([CH3:44])[CH:35]=[CH:36][C:37]([S:40]([OH:43])(=[O:41])=[O:42])=[CH:38][CH:39]=1.[CH3:1][N:2]1[CH:6]=[C:5]([NH:7][C:8](=[O:31])[CH2:9][C:10]2[CH:15]=[CH:14][C:13]([O:16][C:17]3[C:26]4[C:21](=[CH:22][C:23]([O:27][CH3:28])=[CH:24][CH:25]=4)[N:20]=[CH:19][CH:18]=3)=[CH:12][C:11]=2[O:29][CH3:30])[C:4]([CH3:32])=[N:3]1, predict the reactants needed to synthesize it. The reactants are: [CH3:1][N:2]1[CH:6]=[C:5]([NH:7][C:8](=[O:31])[CH2:9][C:10]2[CH:15]=[CH:14][C:13]([O:16][C:17]3[C:26]4[C:21](=[CH:22][C:23]([O:27][CH3:28])=[CH:24][CH:25]=4)[N:20]=[CH:19][CH:18]=3)=[CH:12][C:11]=2[O:29][CH3:30])[C:4]([CH3:32])=[N:3]1.O.[C:34]1([CH3:44])[CH:39]=[CH:38][C:37]([S:40]([OH:43])(=[O:42])=[O:41])=[CH:36][CH:35]=1.COC(C)(C)C.